This data is from Forward reaction prediction with 1.9M reactions from USPTO patents (1976-2016). The task is: Predict the product of the given reaction. Given the reactants [NH:1]1[CH2:6][CH2:5][CH:4]([C:7]2[CH:15]=[CH:14][CH:13]=[C:12]3[C:8]=2[CH2:9][C:10](=[O:16])[NH:11]3)[CH2:3][CH2:2]1.[Cl:17][C:18]1[CH:23]=[CH:22][C:21]([S:24]([C:27]2[C:28]([CH2:35][CH2:36][C:37]([OH:39])=[O:38])=[C:29]([CH:33]=O)[NH:30][C:31]=2[CH3:32])(=[O:26])=[O:25])=[CH:20][CH:19]=1.N1CCCCC1, predict the reaction product. The product is: [Cl:17][C:18]1[CH:19]=[CH:20][C:21]([S:24]([C:27]2[C:28]([CH2:35][CH2:36][C:37]([OH:39])=[O:38])=[C:29](/[CH:33]=[C:9]3\[C:10](=[O:16])[NH:11][C:12]4[C:8]\3=[C:7]([CH:4]3[CH2:3][CH2:2][NH:1][CH2:6][CH2:5]3)[CH:15]=[CH:14][CH:13]=4)[NH:30][C:31]=2[CH3:32])(=[O:25])=[O:26])=[CH:22][CH:23]=1.